Dataset: Reaction yield outcomes from USPTO patents with 853,638 reactions. Task: Predict the reaction yield, written as a fraction of the theoretical maximum amount of product (1.0 means a 100% yield; for example, 0.34 means a 34% yield). (1) The product is [NH2:45][CH:42]1[CH2:43][CH2:44][N:39]([C:16]2[N:17]=[C:18]([C:19]3[CH:20]=[C:21]([NH:26][C:27]([C:29]4[CH:33]=[CH:32][S:31][CH:30]=4)=[O:28])[CH:22]=[CH:23][C:24]=3[CH3:25])[C:13]3[CH:12]=[CH:11][C:10](=[O:38])[N:9]([C:3]4[C:4]([F:8])=[CH:5][CH:6]=[CH:7][C:2]=4[F:1])[C:14]=3[N:15]=2)[CH2:40][CH2:41]1. The yield is 0.320. The reactants are [F:1][C:2]1[CH:7]=[CH:6][CH:5]=[C:4]([F:8])[C:3]=1[N:9]1[C:14]2[N:15]=[C:16](S(C)(=O)=O)[N:17]=[C:18]([C:19]3[CH:20]=[C:21]([NH:26][C:27]([C:29]4[CH:33]=[CH:32][S:31][CH:30]=4)=[O:28])[CH:22]=[CH:23][C:24]=3[CH3:25])[C:13]=2[CH:12]=[CH:11][C:10]1=[O:38].[NH:39]1[CH2:44][CH2:43][CH:42]([NH2:45])[CH2:41][CH2:40]1. No catalyst specified. (2) The reactants are [CH:1]([C:4]1[C:8]([CH2:9][CH2:10][CH2:11][OH:12])=[CH:7][N:6]([C:13]2[CH:18]=[CH:17][C:16]([C:19]([F:22])([F:21])[F:20])=[CH:15][N:14]=2)[N:5]=1)([CH3:3])[CH3:2].O[C:24]1[CH:29]=[CH:28][CH:27]=[CH:26][C:25]=1[CH2:30][C:31]([O:33]C)=[O:32].C(P(CCCC)CCCC)CCC.N(C(N1CCCCC1)=O)=NC(N1CCCCC1)=O. The catalyst is O1CCCC1. The product is [CH:1]([C:4]1[C:8]([CH2:9][CH2:10][CH2:11][O:12][C:24]2[CH:29]=[CH:28][CH:27]=[CH:26][C:25]=2[CH2:30][C:31]([OH:33])=[O:32])=[CH:7][N:6]([C:13]2[CH:18]=[CH:17][C:16]([C:19]([F:21])([F:20])[F:22])=[CH:15][N:14]=2)[N:5]=1)([CH3:3])[CH3:2]. The yield is 0.810. (3) The reactants are [I:1][C:2]1[CH:7]=[CH:6][CH:5]=[CH:4][C:3]=1[OH:8].[F:9][C:10]([F:14])([F:13])[CH2:11]I.C(=O)([O-])[O-].[K+].[K+]. The catalyst is CN(C)C=O. The product is [I:1][C:2]1[CH:7]=[CH:6][CH:5]=[CH:4][C:3]=1[O:8][CH2:11][C:10]([F:14])([F:13])[F:9]. The yield is 0.580. (4) The reactants are [CH3:1][O:2][C:3]1[CH:8]=[CH:7][C:6]([N:9]2[C:13]3[C:14](=[O:24])[N:15]([CH2:18][CH2:19][CH2:20][CH2:21][C:22]#[N:23])[CH2:16][CH2:17][C:12]=3[C:11]([C:25]([F:28])([F:27])[F:26])=[N:10]2)=[CH:5][CH:4]=1.Cl.[NH2:30][OH:31].C(N(CC)CC)C. The catalyst is C(O)C. The product is [OH:31][NH:30][C:22](=[NH:23])[CH2:21][CH2:20][CH2:19][CH2:18][N:15]1[CH2:16][CH2:17][C:12]2[C:11]([C:25]([F:28])([F:26])[F:27])=[N:10][N:9]([C:6]3[CH:7]=[CH:8][C:3]([O:2][CH3:1])=[CH:4][CH:5]=3)[C:13]=2[C:14]1=[O:24]. The yield is 0.420. (5) The reactants are C(O)(=O)C.[CH:5]([NH2:7])=[NH:6].N[C:9]1[CH:17]=[C:16]([F:18])[CH:15]=[CH:14][C:10]=1[C:11](O)=[O:12]. The catalyst is COCCO. The product is [F:18][C:16]1[CH:17]=[C:9]2[C:10]([C:11]([OH:12])=[N:6][CH:5]=[N:7]2)=[CH:14][CH:15]=1. The yield is 0.650. (6) The product is [CH3:33][CH:14]([CH3:13])[CH2:15][CH:16]([C:22]1[CH:23]=[CH:24][C:25]([C:26]([O:28][CH2:29][CH3:30])=[O:27])=[CH:31][CH:32]=1)[NH:1][C:2]1[C:3]([CH3:12])=[N:4][C:5]2[C:10]([CH:11]=1)=[CH:9][CH:8]=[CH:7][CH:6]=2. The yield is 0.120. The reactants are [NH2:1][C:2]1[C:3]([CH3:12])=[N:4][C:5]2[C:10]([CH:11]=1)=[CH:9][CH:8]=[CH:7][CH:6]=2.[CH3:13][CH:14]([CH3:33])[CH2:15][CH:16]([C:22]1[CH:32]=[CH:31][C:25]([C:26]([O:28][CH2:29][CH3:30])=[O:27])=[CH:24][CH:23]=1)OS(C)(=O)=O.C(=O)([O-])[O-].[K+].[K+].[Cl-].[Na+]. The catalyst is C(#N)C. (7) The reactants are [OH-].[Na+].C[O:4][C:5](=[O:40])[CH2:6][CH2:7][C:8]([C:10]1[C:18]2[C:13](=[CH:14][CH:15]=[C:16]([Cl:19])[CH:17]=2)[N:12]([CH2:20][C:21]2[CH:22]=[N:23][C:24]([C:27]3[C:32]4[O:33][C:34]5[CH:39]=[CH:38][CH:37]=[CH:36][C:35]=5[C:31]=4[CH:30]=[CH:29][CH:28]=3)=[CH:25][CH:26]=2)[CH:11]=1)=[O:9].Cl. The catalyst is O1CCCC1.CO.O. The product is [Cl:19][C:16]1[CH:17]=[C:18]2[C:13](=[CH:14][CH:15]=1)[N:12]([CH2:20][C:21]1[CH:22]=[N:23][C:24]([C:27]3[C:32]4[O:33][C:34]5[CH:39]=[CH:38][CH:37]=[CH:36][C:35]=5[C:31]=4[CH:30]=[CH:29][CH:28]=3)=[CH:25][CH:26]=1)[CH:11]=[C:10]2[C:8](=[O:9])[CH2:7][CH2:6][C:5]([OH:40])=[O:4]. The yield is 0.980. (8) The reactants are [Si:1]([O:8][C@@H:9]1[C@@:37]2([CH3:38])[C:13](=[CH:14][CH:15]=[C:16]3[C@@H:36]2[CH2:35][CH2:34][C@@:33]2([CH3:39])[C@H:17]3[CH2:18][CH:19]=[C:20]2[C@@H:21]([S:23]C(OC2C=CC=CC=2)=O)[CH3:22])[CH2:12][C@@H:11]([OH:40])[CH2:10]1)([C:4]([CH3:7])([CH3:6])[CH3:5])([CH3:3])[CH3:2].Br[CH2:42][C:43]#[C:44][C:45]([CH3:48])([OH:47])[CH3:46].O1CCCC1.[OH-].[K+]. The catalyst is CO. The product is [Si:1]([O:8][C@@H:9]1[C@@:37]2([CH3:38])[C:13](=[CH:14][CH:15]=[C:16]3[C@@H:36]2[CH2:35][CH2:34][C@@:33]2([CH3:39])[C@H:17]3[CH2:18][CH:19]=[C:20]2[C@@H:21]([S:23][CH2:42][C:43]#[C:44][C:45]([OH:47])([CH3:48])[CH3:46])[CH3:22])[CH2:12][C@@H:11]([OH:40])[CH2:10]1)([C:4]([CH3:6])([CH3:7])[CH3:5])([CH3:3])[CH3:2]. The yield is 0.730.